Dataset: Forward reaction prediction with 1.9M reactions from USPTO patents (1976-2016). Task: Predict the product of the given reaction. (1) The product is: [CH3:12][O:13][C:14]1[CH:19]=[C:18]([CH3:20])[C:17]2[CH2:21][O:22][C@@H:23]3[C@H:27]([C:16]=2[CH:15]=1)[CH2:26][N:25]([C:7]([O:9][CH2:10][CH3:11])=[O:8])[CH2:24]3. Given the reactants C(=O)(O)[O-].[Na+].Cl[C:7]([O:9][CH2:10][CH3:11])=[O:8].[CH3:12][O:13][C:14]1[CH:19]=[C:18]([CH3:20])[C:17]2[CH2:21][O:22][C@@H:23]3[C@H:27]([C:16]=2[CH:15]=1)[CH2:26][NH:25][CH2:24]3.C1COCC1, predict the reaction product. (2) Given the reactants [S:1]1[CH:5]=[CH:4][C:3]([C:6]2[N:11]=[C:10]([NH:12][C:13]([NH:15]C(=O)OCC)=S)[CH:9]=[CH:8][CH:7]=2)=[CH:2]1.Cl.NO.CC[N:26](C(C)C)C(C)C, predict the reaction product. The product is: [S:1]1[CH:5]=[CH:4][C:3]([C:6]2[N:11]3[N:26]=[C:13]([NH2:15])[N:12]=[C:10]3[CH:9]=[CH:8][CH:7]=2)=[CH:2]1. (3) Given the reactants [F:1][C:2]1[C:7]([F:8])=[C:6]([F:9])[CH:5]=[CH:4][C:3]=1B(O)O.Br[C:14]1[CH:23]=[CH:22][C:21]([N+:24]([O-:26])=[O:25])=[CH:20][C:15]=1[C:16]([O:18][CH3:19])=[O:17].C(=O)([O-])[O-].[Na+].[Na+].C(O)C, predict the reaction product. The product is: [F:1][C:2]1[C:7]([F:8])=[C:6]([F:9])[CH:5]=[CH:4][C:3]=1[C:14]1[CH:23]=[CH:22][C:21]([N+:24]([O-:26])=[O:25])=[CH:20][C:15]=1[C:16]([O:18][CH3:19])=[O:17]. (4) Given the reactants [CH2:1]([O:3][C:4]([CH:6]([P:22]([O:27][CH2:28]C)([O:24][CH2:25]C)=[O:23])[O:7][C@@H:8]1[CH2:12][C@H:11]([N:13]2[CH:21]=[C:19](C)[C:17](=[O:18])[NH:16][C:14]2=[O:15])[CH2:10][CH2:9]1)=[O:5])C.CC(O)C.CCCCCC, predict the reaction product. The product is: [CH3:1][O:3][C:4]([CH:6]([P:22]([O:27][CH3:28])([O:24][CH3:25])=[O:23])[O:7][C@H:8]1[CH2:12][C@@H:11]([N:13]2[CH:21]=[CH:19][C:17](=[O:18])[NH:16][C:14]2=[O:15])[CH2:10][CH2:9]1)=[O:5]. (5) Given the reactants [N+:1]([C:4]1[CH:9]=[CH:8][C:7]([S:10](Cl)(=[O:12])=[O:11])=[CH:6][CH:5]=1)([O-:3])=[O:2].[F:14][C:15]([F:36])([F:35])[C:16]([C:22]1[CH:27]=[CH:26][C:25]([CH2:28][N:29]2[CH2:34][CH2:33][NH:32][CH2:31][CH2:30]2)=[CH:24][CH:23]=1)([OH:21])[C:17]([F:20])([F:19])[F:18].C(N(CC)CC)C.O, predict the reaction product. The product is: [F:35][C:15]([F:14])([F:36])[C:16]([C:22]1[CH:23]=[CH:24][C:25]([CH2:28][N:29]2[CH2:30][CH2:31][N:32]([S:10]([C:7]3[CH:8]=[CH:9][C:4]([N+:1]([O-:3])=[O:2])=[CH:5][CH:6]=3)(=[O:12])=[O:11])[CH2:33][CH2:34]2)=[CH:26][CH:27]=1)([OH:21])[C:17]([F:20])([F:19])[F:18]. (6) Given the reactants [C:1]([C:3]1[CH:4]=[C:5]([CH:7]=[CH:8][C:9]=1[O:10][CH3:11])[NH2:6])#[CH:2].[CH:12]1C=CC2N(O)N=NC=2C=1.Cl.[NH:23]1[CH2:31][CH2:30][CH:26]([C:27]([OH:29])=O)[CH2:25][CH2:24]1.CCN(C(C)C)C(C)C.CCN=C=NCCCN(C)C.Cl, predict the reaction product. The product is: [C:1]([C:3]1[CH:4]=[C:5]([NH:6][C:27]([CH:26]2[CH2:25][CH2:24][N:23]([CH3:12])[CH2:31][CH2:30]2)=[O:29])[CH:7]=[CH:8][C:9]=1[O:10][CH3:11])#[CH:2]. (7) Given the reactants [N:1]([CH:4]1[CH2:10][CH2:9][N:8]([C:11](OC(C)(C)C)=O)[CH2:7][C:6]([OH:19])([CH3:18])[CH2:5]1)=[N+:2]=[N-:3].Cl[C:21]1[N:25](C)[N:24]=[CH:23][C:22]=1[N+:27]([O-:29])=[O:28].[F-].[K+].O, predict the reaction product. The product is: [N:1]([CH:4]1[CH2:10][CH2:9][N:8]([C:11]2[N:24]([CH3:23])[N:25]=[CH:21][C:22]=2[N+:27]([O-:29])=[O:28])[CH2:7][C:6]([CH3:18])([OH:19])[CH2:5]1)=[N+:2]=[N-:3]. (8) The product is: [CH3:51][N:49]([CH3:50])[C:48]([C:45]1[CH:46]=[CH:47][C:42]([O:41][C:39]2[C:33]3[CH2:34][C:35]([CH3:38])([CH3:37])[O:36][C:32]=3[CH:31]=[C:30]([C:28]([OH:29])=[O:27])[CH:40]=2)=[CH:43][C:44]=1[F:53])=[O:52]. Given the reactants CS(C1C=CC(OC2C3CC(C)(C)OC=3C=C(C(O)=O)C=2)=CC=1)(=O)=O.C[O:27][C:28]([C:30]1[CH:40]=[C:39]([O:41][C:42]2[CH:47]=[CH:46][C:45]([C:48](=[O:52])[N:49]([CH3:51])[CH3:50])=[C:44]([F:53])[CH:43]=2)[C:33]2[CH2:34][C:35]([CH3:38])([CH3:37])[O:36][C:32]=2[CH:31]=1)=[O:29], predict the reaction product. (9) Given the reactants [C:1](O)(=[O:7])[CH2:2][CH2:3][CH2:4][CH2:5][CH3:6].C1(C)C(C)=CC=CC=1.[C:17]1([CH:24]=[CH:23][CH:22]=[C:20]([OH:21])[CH:19]=1)[OH:18], predict the reaction product. The product is: [CH3:1][CH2:2][CH2:3][CH2:4][CH2:5][CH2:6][C:24]1[CH:23]=[CH:22][C:20]([OH:21])=[CH:19][C:17]=1[OH:18].[C:1]([C:19]1[C:20]([OH:21])=[CH:22][CH:23]=[CH:24][C:17]=1[OH:18])(=[O:7])[CH2:2][CH2:3][CH2:4][CH2:5][CH3:6]. (10) Given the reactants [O:1]=[C:2]1[N:7]([CH2:8][C:9]2[CH:14]=[CH:13][CH:12]=[C:11]([C:15]3[N:20]=[CH:19][C:18]([O:21][CH2:22][CH:23]4[CH2:28][CH2:27][NH:26][CH2:25][CH2:24]4)=[CH:17][N:16]=3)[CH:10]=2)[N:6]=[C:5]([C:29]2[CH:30]=[C:31]([CH:34]=[CH:35][CH:36]=2)[C:32]#[N:33])[CH:4]=[CH:3]1.C(O[BH-](O[C:47](=O)[CH3:48])OC(=O)C)(=O)C.[Na+].[C:51](O)(=O)C, predict the reaction product. The product is: [CH:47]([N:26]1[CH2:25][CH2:24][CH:23]([CH2:22][O:21][C:18]2[CH:17]=[N:16][C:15]([C:11]3[CH:10]=[C:9]([CH:14]=[CH:13][CH:12]=3)[CH2:8][N:7]3[C:2](=[O:1])[CH:3]=[CH:4][C:5]([C:29]4[CH:30]=[C:31]([CH:34]=[CH:35][CH:36]=4)[C:32]#[N:33])=[N:6]3)=[N:20][CH:19]=2)[CH2:28][CH2:27]1)([CH3:48])[CH3:51].